The task is: Predict the product of the given reaction.. This data is from Forward reaction prediction with 1.9M reactions from USPTO patents (1976-2016). (1) Given the reactants C([N:8]1[CH:12]=[C:11]([C:13]2[N:21]([CH2:22][O:23][CH2:24][CH2:25][Si:26]([CH3:29])([CH3:28])[CH3:27])[C:20]3[C:19](=[O:30])[N:18]([CH2:31][CH2:32][CH3:33])[C:17]([N:34]4[CH2:38][CH2:37][CH2:36][CH2:35]4)=[N:16][C:15]=3[N:14]=2)[CH:10]=[N:9]1)C1C=CC=CC=1.CS(C)=O.CC([O-])(C)C.[K+].[NH4+].[Cl-], predict the reaction product. The product is: [CH2:31]([N:18]1[C:19](=[O:30])[C:20]2[N:21]([CH2:22][O:23][CH2:24][CH2:25][Si:26]([CH3:29])([CH3:28])[CH3:27])[C:13]([C:11]3[CH:12]=[N:8][NH:9][CH:10]=3)=[N:14][C:15]=2[N:16]=[C:17]1[N:34]1[CH2:35][CH2:36][CH2:37][CH2:38]1)[CH2:32][CH3:33]. (2) Given the reactants Br[C:2]1[N:7]=[C:6]([NH:8][CH2:9][CH:10]2[CH2:15][CH2:14][O:13][C:12]([CH3:17])([CH3:16])[CH2:11]2)[CH:5]=[CH:4][C:3]=1[Cl:18].[Cl:19][C:20]1[C:21](B(O)O)=[CH:22][C:23]([F:26])=[N:24][CH:25]=1, predict the reaction product. The product is: [Cl:18][C:3]1[C:2]([C:21]2[C:20]([Cl:19])=[CH:25][N:24]=[C:23]([F:26])[CH:22]=2)=[N:7][C:6]([NH:8][CH2:9][CH:10]2[CH2:15][CH2:14][O:13][C:12]([CH3:17])([CH3:16])[CH2:11]2)=[CH:5][CH:4]=1. (3) Given the reactants [F:1][C:2]1[CH:8]=[CH:7][C:5]([NH2:6])=[CH:4][C:3]=1[C:9]([F:12])([F:11])[F:10].[N:13]([O-])=O.[Na+].O.O.Cl[Sn]Cl, predict the reaction product. The product is: [F:1][C:2]1[CH:8]=[CH:7][C:5]([NH:6][NH2:13])=[CH:4][C:3]=1[C:9]([F:10])([F:11])[F:12]. (4) Given the reactants [CH2:1]([N:3]1[C:11]([CH3:12])=[C:10]2[C:5]([CH:6]=[CH:7][C:8]([N:13]3[CH:18]=[CH:17][C:16](O)=[CH:15][C:14]3=[O:20])=[CH:9]2)=[N:4]1)[CH3:2].P(Br)(Br)([Br:23])=O.C(=O)([O-])O.[Na+], predict the reaction product. The product is: [Br:23][C:16]1[CH:17]=[CH:18][N:13]([C:8]2[CH:7]=[CH:6][C:5]3[C:10](=[C:11]([CH3:12])[N:3]([CH2:1][CH3:2])[N:4]=3)[CH:9]=2)[C:14](=[O:20])[CH:15]=1.